Dataset: Forward reaction prediction with 1.9M reactions from USPTO patents (1976-2016). Task: Predict the product of the given reaction. (1) Given the reactants [CH2:1]([O:3][C:4]([C:6]1[NH:7][C:8]2[C:13]([CH:14]=1)=[CH:12][C:11]([C:15]1[CH:20]=[CH:19][C:18]([C:21]([CH3:24])([CH3:23])[CH3:22])=[CH:17][CH:16]=1)=[CH:10][CH:9]=2)=[O:5])[CH3:2].[C:25]([C:29]1[CH:34]=[CH:33][C:32]([C:35]2[CH:36]=[C:37]3[C:41](=[CH:42][CH:43]=2)[N:40]([C:44]2[CH:49]=[CH:48][C:47]([S:50]([N:53]4[CH2:58][CH2:57][N:56]([CH3:59])[CH2:55][CH2:54]4)(=[O:52])=[O:51])=[CH:46][CH:45]=2)[C:39]([C:60]([O-:62])=[O:61])=[CH:38]3)=[CH:31][CH:30]=1)([CH3:28])([CH3:27])[CH3:26].[Na+:63], predict the reaction product. The product is: [CH2:1]([O:3][C:4]([C:6]1[N:7]([C:44]2[CH:49]=[CH:48][C:47]([S:50]([N:53]3[CH2:58][CH2:57][N:56]([CH3:59])[CH2:55][CH2:54]3)(=[O:51])=[O:52])=[CH:46][CH:45]=2)[C:8]2[C:13]([CH:14]=1)=[CH:12][C:11]([C:15]1[CH:16]=[CH:17][C:18]([C:21]([CH3:23])([CH3:22])[CH3:24])=[CH:19][CH:20]=1)=[CH:10][CH:9]=2)=[O:5])[CH3:2].[C:25]([C:29]1[CH:30]=[CH:31][C:32]([C:35]2[CH:36]=[C:37]3[C:41](=[CH:42][CH:43]=2)[N:40]([C:44]2[CH:45]=[CH:46][C:47]([S:50]([N:53]4[CH2:58][CH2:57][N:56]([CH3:59])[CH2:55][CH2:54]4)(=[O:52])=[O:51])=[CH:48][CH:49]=2)[C:39]([C:60]([O-:62])=[O:61])=[CH:38]3)=[CH:33][CH:34]=1)([CH3:28])([CH3:26])[CH3:27].[Na+:63]. (2) Given the reactants [Cl:1][C:2]1[C:11]([C:12](OCC)=[O:13])=[CH:10][C:9]2[C:4](=[CH:5][CH:6]=[CH:7][C:8]=2[F:17])[N:3]=1.[H-].C([Al+]CC(C)C)C(C)C.[Na].C(C(C(C([O-])=O)O)O)([O-])=O.[K+].[K+], predict the reaction product. The product is: [Cl:1][C:2]1[C:11]([CH2:12][OH:13])=[CH:10][C:9]2[C:4](=[CH:5][CH:6]=[CH:7][C:8]=2[F:17])[N:3]=1. (3) Given the reactants [C:1](/[C:5]1[C:6]([C:12]([F:15])([F:14])[F:13])=[N+:7]([O-:11])[CH:8]=[CH:9][CH:10]=1)(=[N:3]\[NH2:4])\[NH2:2].[CH3:16][O:17][C:18]1[CH:19]=[C:20]([C:29](=O)[CH:30]=O)[CH:21]=[C:22]([N+:26]([O-:28])=[O:27])[C:23]=1[O:24][CH3:25], predict the reaction product. The product is: [CH3:16][O:17][C:18]1[CH:19]=[C:20]([C:29]2[N:2]=[C:1]([C:5]3[C:6]([C:12]([F:13])([F:15])[F:14])=[N+:7]([O-:11])[CH:8]=[CH:9][CH:10]=3)[N:3]=[N:4][CH:30]=2)[CH:21]=[C:22]([N+:26]([O-:28])=[O:27])[C:23]=1[O:24][CH3:25]. (4) Given the reactants Cl.[CH:2]([C:4]1[CH:9]=[CH:8][C:7]([C:10]2[CH:15]=[CH:14][N:13]=[C:12]([NH:16]C(=O)OC(C)(C)C)[CH:11]=2)=[CH:6][CH:5]=1)=[O:3], predict the reaction product. The product is: [NH2:16][C:12]1[CH:11]=[C:10]([C:7]2[CH:8]=[CH:9][C:4]([CH:2]=[O:3])=[CH:5][CH:6]=2)[CH:15]=[CH:14][N:13]=1. (5) Given the reactants C([SiH](CC)CC)C.FC(F)(F)C(O)=O.[Cl:15][C:16]1[C:21]2[CH:22]=[C:23]([CH:25]([C:27]3[CH:32]=[CH:31][CH:30]=[C:29]([C:33]([F:36])([F:35])[F:34])[CH:28]=3)O)[O:24][C:20]=2[CH:19]=[CH:18][N:17]=1.C(=O)(O)[O-].[Na+], predict the reaction product. The product is: [Cl:15][C:16]1[C:21]2[CH:22]=[C:23]([CH2:25][C:27]3[CH:32]=[CH:31][CH:30]=[C:29]([C:33]([F:36])([F:34])[F:35])[CH:28]=3)[O:24][C:20]=2[CH:19]=[CH:18][N:17]=1. (6) The product is: [F:68][C:69]1[CH:83]=[CH:82][C:81]([F:84])=[CH:80][C:70]=1[CH2:71][C:72]1[O:76][N:75]=[C:74]([C:77]([NH:1][CH2:4][CH2:5][C:6]#[C:7][Si:8]([CH2:13][CH3:14])([CH2:11][CH3:12])[CH2:9][CH3:10])=[O:78])[CH:73]=1. Given the reactants [N:1]([CH2:4][CH2:5][C:6]#[C:7][Si:8]([CH2:13][CH3:14])([CH2:11][CH3:12])[CH2:9][CH3:10])=[N+]=[N-].C1(P(C2C=CC=CC=2)C2C=CC=CC=2)C=CC=CC=1.Cl.CN(C(ON1N=NC2C=CC=NC1=2)=[N+](C)C)C.F[P-](F)(F)(F)(F)F.C(N(CC)C(C)C)(C)C.[F:68][C:69]1[CH:83]=[CH:82][C:81]([F:84])=[CH:80][C:70]=1[CH2:71][C:72]1[O:76][N:75]=[C:74]([C:77](O)=[O:78])[CH:73]=1, predict the reaction product.